From a dataset of Catalyst prediction with 721,799 reactions and 888 catalyst types from USPTO. Predict which catalyst facilitates the given reaction. (1) Reactant: [CH3:1][O:2][C:3]1[C:12]([C:13]([NH2:15])=O)=[CH:11][C:10]2[C:5](=[CH:6][CH:7]=[C:8]([C:16]([O:18][CH3:19])=[O:17])[CH:9]=2)[CH:4]=1.P(Cl)(Cl)(Cl)=O.O. Product: [CH3:1][O:2][C:3]1[C:12]([C:13]#[N:15])=[CH:11][C:10]2[C:5](=[CH:6][CH:7]=[C:8]([C:16]([O:18][CH3:19])=[O:17])[CH:9]=2)[CH:4]=1. The catalyst class is: 262. (2) Reactant: [Cl:1][C:2]1[CH:3]=[C:4]([CH:6]=[C:7]([Cl:9])[CH:8]=1)[NH2:5].C([C:12](=O)[C:13]([O-:15])=[O:14])C.[CH3:17][O:18][C:19]1[CH:24]=[CH:23][C:22](/[CH:25]=[CH:26]/[C:27]2[CH:32]=[CH:31][CH:30]=[CH:29][CH:28]=2)=[CH:21][CH:20]=1.F[C:34](F)(F)[C:35](O)=O. Product: [CH2:34]([O:15][C:13]([CH:12]1[CH:26]([C:27]2[CH:32]=[CH:31][CH:30]=[CH:29][CH:28]=2)[CH:25]([C:22]2[CH:23]=[CH:24][C:19]([O:18][CH3:17])=[CH:20][CH:21]=2)[C:3]2[C:4](=[CH:6][C:7]([Cl:9])=[CH:8][C:2]=2[Cl:1])[NH:5]1)=[O:14])[CH3:35]. The catalyst class is: 10.